Dataset: Tyrosyl-DNA phosphodiesterase HTS with 341,365 compounds. Task: Binary Classification. Given a drug SMILES string, predict its activity (active/inactive) in a high-throughput screening assay against a specified biological target. (1) The result is 0 (inactive). The compound is O=C(N1CCCCCC1)Cn1ncc2c(n(c3c2cccc3)Cc2ccc(cc2)C)c1=O. (2) The drug is Clc1cc(NC(=O)/C=C\c2ccc(OC)cc2)ccc1Cl. The result is 0 (inactive). (3) The result is 0 (inactive). The drug is OC1(C(CCCC1)CN(C)C)c1cc(OC)ccc1. (4) The molecule is Fc1c(Cn2c3c(n(c4c3cc(cc4)C)C)c(=O)n(c2=O)c2c(cccc2)C)cccc1. The result is 0 (inactive). (5) The molecule is S(=O)(=O)(N1CCc2c1ccc(S(=O)(=O)NCc1ccc(cc1)C)c2)C. The result is 0 (inactive).